Dataset: Full USPTO retrosynthesis dataset with 1.9M reactions from patents (1976-2016). Task: Predict the reactants needed to synthesize the given product. Given the product [Br:1][C:2]1[C:3]([O:23][CH3:24])=[CH:4][C:5]2[N:11]([CH2:12][CH3:13])[C:10](=[O:14])[CH:9]([C:15]([O:17][CH3:18])=[O:16])[CH2:8][CH2:7][C:6]=2[CH:22]=1, predict the reactants needed to synthesize it. The reactants are: [Br:1][C:2]1[C:3]([O:23][CH3:24])=[CH:4][C:5]2[N:11]([CH2:12][CH3:13])[C:10](=[O:14])[CH:9]([C:15]([O:17][C:18](C)(C)C)=[O:16])[CH2:8][CH2:7][C:6]=2[CH:22]=1.BrBr.